From a dataset of Forward reaction prediction with 1.9M reactions from USPTO patents (1976-2016). Predict the product of the given reaction. (1) Given the reactants C(O)C(O)C[O:4][CH2:5][CH:6]([OH:9])[CH2:7][OH:8].[C:12]([OH:31])(=[O:30])[CH2:13][CH2:14][CH2:15][CH2:16][CH2:17][CH2:18][CH2:19]/[CH:20]=[CH:21]\[CH2:22][CH2:23]CCCCCC, predict the reaction product. The product is: [C:12]([OH:31])(=[O:30])[CH2:13][CH2:14][CH2:15][CH2:16][CH2:17][CH2:18][CH2:19][CH2:20][CH2:21][CH2:22][CH3:23].[OH:4][CH2:5][CH:6]([CH2:7][OH:8])[OH:9].[OH:4][CH2:5][CH:6]([CH2:7][OH:8])[OH:9].[C:12]([OH:31])(=[O:30])[CH2:13][CH2:14][CH2:15][CH2:16][CH2:17][CH2:18][CH2:19][CH2:20][CH2:21][CH2:22][CH3:23].[C:12]([OH:31])(=[O:30])[CH2:13][CH2:14][CH2:15][CH2:16][CH2:17][CH2:18][CH2:19][CH2:20][CH2:21][CH2:22][CH3:23].[OH:4][CH2:5][CH:6]([CH2:7][OH:8])[OH:9].[OH:4][CH2:5][CH:6]([CH2:7][OH:8])[OH:9]. (2) The product is: [S:26]1[CH:30]=[CH:29][C:28]2[CH:31]=[CH:32][CH:33]=[C:34]([CH2:35][NH:36][C:22]([C:10]3[N:11]=[C:12]4[N:17]([C:18](=[O:19])[C:9]=3[O:8][CH2:1][C:2]3[CH:7]=[CH:6][CH:5]=[CH:4][CH:3]=3)[CH2:16][CH2:15][O:14][C:13]4([CH3:20])[CH3:21])=[O:24])[C:27]1=2. Given the reactants [CH2:1]([O:8][C:9]1[C:18](=[O:19])[N:17]2[C:12]([C:13]([CH3:21])([CH3:20])[O:14][CH2:15][CH2:16]2)=[N:11][C:10]=1[C:22]([OH:24])=O)[C:2]1[CH:7]=[CH:6][CH:5]=[CH:4][CH:3]=1.Cl.[S:26]1[CH:30]=[CH:29][C:28]2[CH:31]=[CH:32][CH:33]=[C:34]([CH2:35][NH2:36])[C:27]1=2.F[P-](F)(F)(F)(F)F.N1(O[P+](N2CCCC2)(N2CCCC2)N2CCCC2)C2C=CC=CC=2N=N1.C(N(C(C)C)CC)(C)C, predict the reaction product. (3) Given the reactants [NH2:1][C:2]1[O:6][N:5]=[C:4]([C:7]2[CH:12]=[CH:11][CH:10]=[CH:9][C:8]=2[Cl:13])[C:3]=1[C:14]([OH:16])=O.Cl.C(N=C=NCCCN(C)C)C.OC1C2N=NNC=2C=CC=1.[N:39]1([C:45]2[CH:50]=[CH:49][C:48]([OH:51])=[CH:47][CH:46]=2)[CH2:44][CH2:43][NH:42][CH2:41][CH2:40]1, predict the reaction product. The product is: [NH2:1][C:2]1[O:6][N:5]=[C:4]([C:7]2[CH:12]=[CH:11][CH:10]=[CH:9][C:8]=2[Cl:13])[C:3]=1[C:14]([N:42]1[CH2:41][CH2:40][N:39]([C:45]2[CH:46]=[CH:47][C:48]([OH:51])=[CH:49][CH:50]=2)[CH2:44][CH2:43]1)=[O:16]. (4) Given the reactants [NH:1]1[C:5]([C:6]2[CH:11]=[CH:10][C:9]([NH:12][C:13]([CH:15]3[CH:19]([C:20]4[CH:25]=[CH:24][CH:23]=[C:22]([Cl:26])[C:21]=4[CH3:27])[C:18]([C:30]4[CH:35]=[CH:34][C:33]([Cl:36])=[CH:32][C:31]=4[F:37])([C:28]#[N:29])[CH:17]([CH2:38][C:39]([CH3:42])([CH3:41])[CH3:40])[NH:16]3)=[O:14])=[CH:8][CH:7]=2)=[N:4][N:3]=[N:2]1.[C:43](=O)(O)[O-].[Na+].S(OC)(OC)(=O)=O, predict the reaction product. The product is: [CH3:43][N:3]1[NH:2][N:1]=[C:5]([C:6]2[CH:7]=[CH:8][C:9]([NH:12][C:13]([CH:15]3[CH:19]([C:20]4[CH:25]=[CH:24][CH:23]=[C:22]([Cl:26])[C:21]=4[CH3:27])[C:18]([C:30]4[CH:35]=[CH:34][C:33]([Cl:36])=[CH:32][C:31]=4[F:37])([C:28]#[N:29])[CH:17]([CH2:38][C:39]([CH3:42])([CH3:41])[CH3:40])[NH:16]3)=[O:14])=[CH:10][CH:11]=2)[NH:4]1. (5) Given the reactants [C:1]([O:5][C:6]([NH:8][C:9]1[N:14]=[C:13]([C:15](OCC)=[O:16])[CH:12]=[CH:11][CH:10]=1)=[O:7])([CH3:4])([CH3:3])[CH3:2].[H-].[H-].[H-].[H-].[Li+].[Al+3], predict the reaction product. The product is: [OH:16][CH2:15][C:13]1[N:14]=[C:9]([NH:8][C:6](=[O:7])[O:5][C:1]([CH3:3])([CH3:2])[CH3:4])[CH:10]=[CH:11][CH:12]=1. (6) Given the reactants [F:1][C:2]1[CH:9]=[CH:8][C:5]([CH:6]=O)=[C:4]([S:10][CH3:11])[CH:3]=1.Cl.[CH3:13][O:14][NH2:15].C([O-])(=O)C.[Na+].O, predict the reaction product. The product is: [CH3:13][O:14][N:15]=[CH:6][C:5]1[CH:8]=[CH:9][C:2]([F:1])=[CH:3][C:4]=1[S:10][CH3:11].